Dataset: Merck oncology drug combination screen with 23,052 pairs across 39 cell lines. Task: Regression. Given two drug SMILES strings and cell line genomic features, predict the synergy score measuring deviation from expected non-interaction effect. (1) Drug 1: CC(=O)OC1C(=O)C2(C)C(O)CC3OCC3(OC(C)=O)C2C(OC(=O)c2ccccc2)C2(O)CC(OC(=O)C(O)C(NC(=O)c3ccccc3)c3ccccc3)C(C)=C1C2(C)C. Drug 2: O=C(NOCC(O)CO)c1ccc(F)c(F)c1Nc1ccc(I)cc1F. Cell line: COLO320DM. Synergy scores: synergy=4.03. (2) Drug 1: CC(=O)OC1C(=O)C2(C)C(O)CC3OCC3(OC(C)=O)C2C(OC(=O)c2ccccc2)C2(O)CC(OC(=O)C(O)C(NC(=O)c3ccccc3)c3ccccc3)C(C)=C1C2(C)C. Drug 2: CCN(CC)CCNC(=O)c1c(C)[nH]c(C=C2C(=O)Nc3ccc(F)cc32)c1C. Cell line: A427. Synergy scores: synergy=7.10.